This data is from Forward reaction prediction with 1.9M reactions from USPTO patents (1976-2016). The task is: Predict the product of the given reaction. Given the reactants [OH:1][C@@:2]1([C:9]#[C:10][C:11]2[CH:12]=[C:13]([N:17]3[C:21]4=[CH:22][N:23]=[CH:24][CH:25]=[C:20]4[C:19]([C:26]([O:28]C)=O)=[N:18]3)[CH:14]=[CH:15][CH:16]=2)[CH2:6][CH2:5][N:4]([CH3:7])[C:3]1=[O:8].[NH3:30], predict the reaction product. The product is: [OH:1][C@@:2]1([C:9]#[C:10][C:11]2[CH:12]=[C:13]([N:17]3[C:21]4=[CH:22][N:23]=[CH:24][CH:25]=[C:20]4[C:19]([C:26]([NH2:30])=[O:28])=[N:18]3)[CH:14]=[CH:15][CH:16]=2)[CH2:6][CH2:5][N:4]([CH3:7])[C:3]1=[O:8].